Task: Predict the reaction yield, written as a fraction of the theoretical maximum amount of product (1.0 means a 100% yield; for example, 0.34 means a 34% yield).. Dataset: Reaction yield outcomes from USPTO patents with 853,638 reactions (1) The reactants are [Cl-].O[NH3+:3].[C:4](=[O:7])([O-])[OH:5].[Na+].CS(C)=O.[OH:13][C:14]([C:17]1[CH:22]=[CH:21][C:20]([N:23]2[C:28](=[O:29])[C:27]([CH2:30][C:31]3[CH:36]=[CH:35][C:34]([C:37]4[C:38]([C:43]#[N:44])=[CH:39][CH:40]=[CH:41][CH:42]=4)=[CH:33][CH:32]=3)=[C:26]([CH2:45][CH2:46][CH3:47])[N:25]3[N:48]=[CH:49][N:50]=[C:24]23)=[CH:19][CH:18]=1)([CH3:16])[CH3:15]. The catalyst is C(OCC)(=O)C. The product is [OH:13][C:14]([C:17]1[CH:22]=[CH:21][C:20]([N:23]2[C:28](=[O:29])[C:27]([CH2:30][C:31]3[CH:36]=[CH:35][C:34]([C:37]4[CH:42]=[CH:41][CH:40]=[CH:39][C:38]=4[C:43]4[NH:3][C:4](=[O:7])[O:5][N:44]=4)=[CH:33][CH:32]=3)=[C:26]([CH2:45][CH2:46][CH3:47])[N:25]3[N:48]=[CH:49][N:50]=[C:24]23)=[CH:19][CH:18]=1)([CH3:16])[CH3:15]. The yield is 0.240. (2) The reactants are [F:1][C:2]1[CH:7]=[CH:6][C:5]([CH:8]2[O:12]C(=O)[NH:10][CH:9]2[CH2:14][C:15]2[CH:20]=[CH:19][C:18]([F:21])=[CH:17][CH:16]=2)=[CH:4][CH:3]=1.[OH-].[Na+]. The catalyst is C(O)C. The product is [NH2:10][CH:9]([CH2:14][C:15]1[CH:16]=[CH:17][C:18]([F:21])=[CH:19][CH:20]=1)[CH:8]([C:5]1[CH:4]=[CH:3][C:2]([F:1])=[CH:7][CH:6]=1)[OH:12]. The yield is 0.860. (3) The reactants are O[Li:2].O.C([O:6][C:7](=[O:16])[CH2:8][C:9]([O:11][C:12]([CH3:15])([CH3:14])[CH3:13])=[O:10])C.C1COCC1.O. The catalyst is CO. The product is [C:12]([O:11][C:9]([CH2:8][C:7]([O-:16])=[O:6])=[O:10])([CH3:15])([CH3:13])[CH3:14].[Li+:2]. The yield is 0.960. (4) The reactants are [NH2:1][C:2]1[CH:3]=[C:4]([CH2:8][N:9]([CH2:16][CH2:17][N:18]([CH3:20])[CH3:19])C(=O)C(F)(F)F)[CH:5]=[CH:6][CH:7]=1.O1C(C2C=C(N[C:33]3[N:38]=[C:37]([C:39]4[C:40]([C:48]5[CH:49]=[C:50]([NH:54][C:55](=[O:62])[CH2:56][C:57]6[S:58][CH:59]=[CH:60][CH:61]=6)[CH:51]=[CH:52][CH:53]=5)=[N:41][N:42]5[CH:47]=[CH:46][CH:45]=[CH:44][C:43]=45)[CH:36]=[CH:35][N:34]=3)C=CC=2)=CN=C1. The catalyst is CC(O)C.Cl.C(Cl)Cl. The product is [CH3:20][N:18]([CH3:19])[CH2:17][CH2:16][NH:9][CH2:8][C:4]1[CH:3]=[C:2]([NH:1][C:33]2[N:38]=[C:37]([C:39]3[C:40]([C:48]4[CH:49]=[C:50]([NH:54][C:55](=[O:62])[CH2:56][C:57]5[S:58][CH:59]=[CH:60][CH:61]=5)[CH:51]=[CH:52][CH:53]=4)=[N:41][N:42]4[CH:47]=[CH:46][CH:45]=[CH:44][C:43]=34)[CH:36]=[CH:35][N:34]=2)[CH:7]=[CH:6][CH:5]=1. The yield is 0.660. (5) The reactants are N12CCCN=C1CCCCC2.Cl.[NH2:13][CH2:14][C:15]1[CH:23]=[CH:22][CH:21]=[C:20]2[C:16]=1[C:17](=[O:33])[N:18]([CH:25]1[CH2:30][CH2:29][C:28](=[O:31])[NH:27][C:26]1=[O:32])[C:19]2=[O:24].[CH3:34][N:35]1[C:39]([CH3:40])=[CH:38][C:37]([C:41](Cl)=[O:42])=[N:36]1. The catalyst is C(#N)C. The product is [O:32]=[C:26]1[CH:25]([N:18]2[C:17](=[O:33])[C:16]3[C:20](=[CH:21][CH:22]=[CH:23][C:15]=3[CH2:14][NH:13][C:41]([C:37]3[CH:38]=[C:39]([CH3:40])[N:35]([CH3:34])[N:36]=3)=[O:42])[C:19]2=[O:24])[CH2:30][CH2:29][C:28](=[O:31])[NH:27]1. The yield is 0.380. (6) The reactants are [Li].[C:2]([C:6]1[CH:11]=CC(C2C=[CH:11][C:6]([C:2](C)([CH3:4])[CH3:3])=[CH:7]C=2)=C[CH:7]=1)(C)([CH3:4])[CH3:3].[OH2:22].[O:23]1[CH2:27][CH2:26][CH2:25][CH2:24]1. No catalyst specified. The product is [CH3:3][C:2]1[C:6]([CH2:11][OH:22])=[CH:7][C:26]2[CH2:27][O:23][CH2:24][C:25]=2[CH:4]=1. The yield is 0.300.